Dataset: Full USPTO retrosynthesis dataset with 1.9M reactions from patents (1976-2016). Task: Predict the reactants needed to synthesize the given product. (1) Given the product [CH3:1][N:2]([C:10]1[CH:21]=[CH:22][CH:17]=[CH:18][CH:19]=1)[C:3]1[CH:4]=[C:5]([OH:9])[CH:6]=[CH:7][CH:8]=1, predict the reactants needed to synthesize it. The reactants are: [CH3:1][N:2]([CH3:10])[C:3]1[CH:4]=[C:5]([OH:9])[CH:6]=[CH:7][CH:8]=1.FC(F)(F)S(O[C:17]1[CH:22]=[CH:21]C=[CH:19][C:18]=1[Si](C)(C)C)(=O)=O. (2) Given the product [CH3:59][N:60]1[CH2:65][CH2:64][N:63]([C:22]([C:21]2[CH:20]=[CH:19][C:18]([C:15]3[CH:16]=[CH:17][C:12]4[N:13]([C:9]([C:6]5[CH:7]=[CH:8][C:3]([C:1]#[N:2])=[CH:4][CH:5]=5)=[CH:10][N:11]=4)[N:14]=3)=[CH:26][CH:25]=2)=[O:24])[CH2:62][C:61]1=[O:66], predict the reactants needed to synthesize it. The reactants are: [C:1]([C:3]1[CH:8]=[CH:7][C:6]([C:9]2[N:13]3[N:14]=[C:15]([C:18]4[CH:26]=[CH:25][C:21]([C:22]([OH:24])=O)=[CH:20][CH:19]=4)[CH:16]=[CH:17][C:12]3=[N:11][CH:10]=2)=[CH:5][CH:4]=1)#[N:2].CN(C(ON1N=NC2C=CC=NC1=2)=[N+](C)C)C.F[P-](F)(F)(F)(F)F.CN1CCOCC1.Cl.[CH3:59][N:60]1[CH2:65][CH2:64][NH:63][CH2:62][C:61]1=[O:66]. (3) The reactants are: Br[C:2]1[N:6]2[N:7]=[C:8]([NH:11][CH2:12][C:13]3[CH:18]=[CH:17][CH:16]=[C:15]([F:19])[CH:14]=3)[CH:9]=[CH:10][C:5]2=[N:4][CH:3]=1.CC1(C)C(C)(C)OB([C:28]2[CH:33]=[CH:32][C:31]([S:34]([NH2:37])(=[O:36])=[O:35])=[CH:30][CH:29]=2)O1.C([O-])([O-])=O.[Na+].[Na+]. Given the product [F:19][C:15]1[CH:14]=[C:13]([CH:18]=[CH:17][CH:16]=1)[CH2:12][NH:11][C:8]1[CH:9]=[CH:10][C:5]2[N:6]([C:2]([C:28]3[CH:33]=[CH:32][C:31]([S:34]([NH2:37])(=[O:36])=[O:35])=[CH:30][CH:29]=3)=[CH:3][N:4]=2)[N:7]=1, predict the reactants needed to synthesize it. (4) Given the product [C:41]([S:43][CH:17]1[CH2:16][CH2:15][N:14]([C:19]([C:20]2[CH:21]=[CH:22][CH:23]=[CH:24][CH:25]=2)([C:26]2[CH:27]=[CH:28][CH:29]=[CH:30][CH:31]=2)[C:32]2[CH:33]=[CH:34][CH:35]=[CH:36][CH:37]=2)[CH2:13]/[C:12]/1=[CH:11]\[C:10]1[N:6]([CH2:5][C:3]([O:2][CH3:1])=[O:4])[N:7]=[N:8][CH:9]=1)(=[O:44])[CH3:42], predict the reactants needed to synthesize it. The reactants are: [CH3:1][O:2][C:3]([CH2:5][N:6]1[C:10](/[CH:11]=[C:12]2\[CH2:13][N:14]([C:19]([C:32]3[CH:37]=[CH:36][CH:35]=[CH:34][CH:33]=3)([C:26]3[CH:31]=[CH:30][CH:29]=[CH:28][CH:27]=3)[C:20]3[CH:25]=[CH:24][CH:23]=[CH:22][CH:21]=3)[CH2:15][CH2:16][CH:17]\2O)=[CH:9][N:8]=[N:7]1)=[O:4].ClCCl.[C:41]([OH:44])(=[S:43])[CH3:42].C(OC(OCC(C)(C)C)N(C)C)C(C)(C)C. (5) Given the product [Br:1][C:2]1[C:7]2[O:8][C:9]([S:11][CH3:12])=[N:10][C:6]=2[CH:5]=[CH:4][N:3]=1, predict the reactants needed to synthesize it. The reactants are: [Br:1][C:2]1[C:7]2[O:8][C:9]([SH:11])=[N:10][C:6]=2[CH:5]=[CH:4][N:3]=1.[C:12]([O-])([O-])=O.[K+].[K+].CI.